This data is from Forward reaction prediction with 1.9M reactions from USPTO patents (1976-2016). The task is: Predict the product of the given reaction. (1) The product is: [O:30]1[CH2:34][CH2:33][CH2:32][N:31]1[C:19]([C:14]1[N:15]([CH3:18])[N:16]=[CH:17][C:13]=1[NH:12][C:10]([C:8]1[C:7]([NH:22][C:23]2[CH:28]=[N:27][CH:26]=[N:25][CH:24]=2)=[N:6][CH:5]=[C:4]([CH:1]2[CH2:3][CH2:2]2)[N:9]=1)=[O:11])=[O:21]. Given the reactants [CH:1]1([C:4]2[N:9]=[C:8]([C:10]([NH:12][C:13]3[CH:17]=[N:16][N:15]([CH3:18])[C:14]=3[C:19]([OH:21])=O)=[O:11])[C:7]([NH:22][C:23]3[CH:24]=[N:25][CH:26]=[N:27][CH:28]=3)=[N:6][CH:5]=2)[CH2:3][CH2:2]1.Cl.[O:30]1[CH2:34][CH2:33][CH2:32][NH:31]1, predict the reaction product. (2) Given the reactants C(OC(=O)[NH:7][C@H:8]([C:11]1[CH:16]=[CH:15][C:14]([Br:17])=[CH:13][CH:12]=1)[CH2:9][OH:10])(C)(C)C.Cl, predict the reaction product. The product is: [NH2:7][C@H:8]([C:11]1[CH:16]=[CH:15][C:14]([Br:17])=[CH:13][CH:12]=1)[CH2:9][OH:10]. (3) The product is: [C:1]([O:5][C:6](=[O:19])[NH:7][CH2:8][CH2:9][CH2:10][C:11]1([C:12]2[CH:17]=[CH:16][CH:15]=[CH:14][CH:13]=2)[NH:27][N:26]=[C:24]([C:23]2[CH:28]=[CH:29][CH:30]=[C:21]([F:20])[CH:22]=2)[S:25]1)([CH3:4])([CH3:3])[CH3:2]. Given the reactants [C:1]([O:5][C:6](=[O:19])[NH:7][CH2:8][CH2:9][CH2:10][C:11](=O)[C:12]1[CH:17]=[CH:16][CH:15]=[CH:14][CH:13]=1)([CH3:4])([CH3:3])[CH3:2].[F:20][C:21]1[CH:22]=[C:23]([CH:28]=[CH:29][CH:30]=1)[C:24]([NH:26][NH2:27])=[S:25], predict the reaction product. (4) Given the reactants [C:1]([O:5][C:6]([N:8]1[CH2:13][CH2:12][CH2:11][C:10]([NH2:18])([CH:14]([CH3:17])[CH2:15]O)[CH2:9]1)=[O:7])([CH3:4])([CH3:3])[CH3:2].C1(P(C2C=CC=CC=2)C2C=CC=CC=2)C=CC=CC=1.C(Br)(Br)(Br)Br.Cl[C:44]([O:46][CH2:47][C:48]1[CH:53]=[CH:52][CH:51]=[CH:50][CH:49]=1)=[O:45], predict the reaction product. The product is: [C:1]([O:5][C:6]([N:8]1[CH2:13][CH2:12][CH2:11][C:10]2([N:18]([C:44]([O:46][CH2:47][C:48]3[CH:53]=[CH:52][CH:51]=[CH:50][CH:49]=3)=[O:45])[CH2:15][CH:14]2[CH3:17])[CH2:9]1)=[O:7])([CH3:4])([CH3:3])[CH3:2]. (5) Given the reactants [CH3:1][C:2]([N:6]1[Si:10]([CH3:12])([CH3:11])[CH2:9][CH2:8][Si:7]1([CH3:14])[CH3:13])([CH3:5])[C:3]#[CH:4].[CH2:15]([Li])CCC.CI, predict the reaction product. The product is: [CH3:5][C:2]([N:6]1[Si:7]([CH3:14])([CH3:13])[CH2:8][CH2:9][Si:10]1([CH3:11])[CH3:12])([CH3:1])[C:3]#[C:4][CH3:15]. (6) Given the reactants [O:1]1[C:10]2[CH:9]=[C:8]([CH:11](O)[CH2:12][Si](C)(C)C)[N:7]=[CH:6][C:5]=2[O:4][CH2:3][CH2:2]1.CC(C)([O-])C.[K+], predict the reaction product. The product is: [CH:11]([C:8]1[N:7]=[CH:6][C:5]2[O:4][CH2:3][CH2:2][O:1][C:10]=2[CH:9]=1)=[CH2:12].